Dataset: Forward reaction prediction with 1.9M reactions from USPTO patents (1976-2016). Task: Predict the product of the given reaction. (1) The product is: [F:26][C:24]1[CH:23]=[C:22]([C:27]2([OH:33])[CH2:32][CH2:31][O:30][CH2:29][CH2:28]2)[CH:21]=[C:20]([F:19])[C:25]=1[B:5]1[O:6][C:7]([CH3:12])([CH3:13])[C:8]([CH3:10])([CH3:11])[O:9]1. Given the reactants C(O[B:5]1[O:9][C:8]([CH3:11])([CH3:10])[C:7]([CH3:13])([CH3:12])[O:6]1)(C)C.C([Li])CCC.[F:19][C:20]1[CH:21]=[C:22]([C:27]2([OH:33])[CH2:32][CH2:31][O:30][CH2:29][CH2:28]2)[CH:23]=[C:24]([F:26])[CH:25]=1, predict the reaction product. (2) Given the reactants [OH:1][CH2:2][CH2:3][NH:4][C:5]1[N:10]=[C:9]([C:11]([O:13]CC)=O)[C:8]([N+:16]([O-])=O)=[C:7]([NH:19][C:20]2[CH:25]=[CH:24][CH:23]=[CH:22][C:21]=2[O:26][CH3:27])[N:6]=1.ClC1N=C([C:35](OCC)=[O:36])C([N+]([O-])=O)=C(NC2C=CC=CC=2OC)N=1.C(C[NH2:55])O.C(N(C(C)C)CC)(C)C, predict the reaction product. The product is: [OH:1][CH2:2][CH2:3][NH:4][C:5]1[N:6]=[C:7]2[C:8]([NH:16][C:35](=[O:36])[N:19]2[C:20]2[CH:25]=[CH:24][CH:23]=[CH:22][C:21]=2[O:26][CH3:27])=[C:9]([C:11]([NH2:55])=[O:13])[N:10]=1.